Dataset: Full USPTO retrosynthesis dataset with 1.9M reactions from patents (1976-2016). Task: Predict the reactants needed to synthesize the given product. (1) The reactants are: [Br:1][CH2:2][CH2:3][C:4]1[CH:9]=[CH:8][C:7]([N:10]2[C:14]3[CH:15]=[CH:16][C:17]([OH:19])=[CH:18][C:13]=3[N:12]=[C:11]2[CH2:20][CH3:21])=[CH:6][CH:5]=1.[Si:22](Cl)([C:25]([CH3:28])([CH3:27])[CH3:26])([CH3:24])[CH3:23].N1C=CN=C1.O. Given the product [Si:22]([O:19][C:17]1[CH:16]=[CH:15][C:14]2[N:10]([C:7]3[CH:6]=[CH:5][C:4]([CH2:3][CH2:2][Br:1])=[CH:9][CH:8]=3)[C:11]([CH2:20][CH3:21])=[N:12][C:13]=2[CH:18]=1)([C:25]([CH3:28])([CH3:27])[CH3:26])([CH3:24])[CH3:23], predict the reactants needed to synthesize it. (2) Given the product [C:1]1([S:7]([CH2:10][C:11]2[C:16]([C:17]([O:19][CH3:20])=[O:18])=[C:15]([OH:21])[C:14]([C:22]3[CH:26]=[CH:25][O:24][C:23]=3[CH2:27][CH2:28][OH:34])=[CH:13][CH:12]=2)(=[O:9])=[O:8])[CH:6]=[CH:5][CH:4]=[CH:3][CH:2]=1, predict the reactants needed to synthesize it. The reactants are: [C:1]1([S:7]([CH2:10][C:11]2[C:16]([C:17]([O:19][CH3:20])=[O:18])=[C:15]([OH:21])[C:14]([C:22]3[CH:26]=[CH:25][O:24][C:23]=3[CH:27]=[CH2:28])=[CH:13][CH:12]=2)(=[O:9])=[O:8])[CH:6]=[CH:5][CH:4]=[CH:3][CH:2]=1.OO.O.C(OCC)(=[O:34])C. (3) The reactants are: [OH:1][CH:2]([C:6]1[CH:7]=[C:8]([CH:13]=[CH:14][C:15]=1[CH3:16])[C:9]([O:11][CH3:12])=[O:10])[CH2:3][CH:4]=[CH2:5].[CH2:17]([Zn]CC)C.ICI. Given the product [CH:4]1([CH2:3][CH:2]([C:6]2[CH:7]=[C:8]([CH:13]=[CH:14][C:15]=2[CH3:16])[C:9]([O:11][CH3:12])=[O:10])[OH:1])[CH2:17][CH2:5]1, predict the reactants needed to synthesize it. (4) The reactants are: C([Si](C)(C)[O:6][CH2:7][CH2:8][N:9]([C:35]#[N:36])[C:10]1[CH:15]=[CH:14][C:13]([NH:16][C:17]([C:19]2[CH:24]=[CH:23][C:22]([F:25])=[CH:21][C:20]=2[NH:26][C:27]([C:29]2[S:30][C:31]([Cl:34])=[CH:32][CH:33]=2)=[O:28])=[O:18])=[CH:12][CH:11]=1)(C)(C)C.[CH3:39][S:40]([OH:43])(=[O:42])=[O:41]. Given the product [CH3:39][S:40]([OH:43])(=[O:42])=[O:41].[Cl:34][C:31]1[S:30][C:29]([C:27]([NH:26][C:20]2[CH:21]=[C:22]([F:25])[CH:23]=[CH:24][C:19]=2[C:17]([NH:16][C:13]2[CH:14]=[CH:15][C:10]([N:9]3[CH2:8][CH2:7][O:6][C:35]3=[NH:36])=[CH:11][CH:12]=2)=[O:18])=[O:28])=[CH:33][CH:32]=1, predict the reactants needed to synthesize it.